Dataset: Full USPTO retrosynthesis dataset with 1.9M reactions from patents (1976-2016). Task: Predict the reactants needed to synthesize the given product. (1) Given the product [CH3:33][O:32][C:30](=[O:31])[C:29]1[CH:34]=[CH:35][C:26]([O:16][CH2:15][C:14]2[C:10]([C:7]3[CH:6]=[CH:5][C:4]([F:3])=[CH:9][CH:8]=3)=[N:11][O:12][C:13]=2/[CH:17]=[CH:18]/[C:19]2[CH:20]=[CH:21][CH:22]=[CH:23][CH:24]=2)=[N:27][CH:28]=1, predict the reactants needed to synthesize it. The reactants are: [H-].[Na+].[F:3][C:4]1[CH:9]=[CH:8][C:7]([C:10]2[C:14]([CH2:15][OH:16])=[C:13](/[CH:17]=[CH:18]/[C:19]3[CH:24]=[CH:23][CH:22]=[CH:21][CH:20]=3)[O:12][N:11]=2)=[CH:6][CH:5]=1.Cl[C:26]1[CH:35]=[CH:34][C:29]([C:30]([O:32][CH3:33])=[O:31])=[CH:28][N:27]=1.[Cl-].[NH4+]. (2) Given the product [CH2:11]([NH:15][C:2]1[N:3]=[CH:4][C:5]2[NH:10][CH:9]=[CH:8][C:6]=2[N:7]=1)[CH2:12][CH2:13][CH3:14], predict the reactants needed to synthesize it. The reactants are: Cl[C:2]1[N:3]=[CH:4][C:5]2[NH:10][CH:9]=[CH:8][C:6]=2[N:7]=1.[CH2:11]([NH2:15])[CH2:12][CH2:13][CH3:14].Cl. (3) The reactants are: [H-].[Na+].C(=O)=O.CO.[Br:8][C:9]1[CH:10]=[C:11]([CH2:15][C:16]#[N:17])[CH:12]=[N:13][CH:14]=1.Br[CH2:19][CH2:20][O:21][CH2:22][CH2:23]Br. Given the product [Br:8][C:9]1[CH:10]=[C:11]([C:15]2([C:16]#[N:17])[CH2:23][CH2:22][O:21][CH2:20][CH2:19]2)[CH:12]=[N:13][CH:14]=1, predict the reactants needed to synthesize it.